Dataset: TCR-epitope binding with 47,182 pairs between 192 epitopes and 23,139 TCRs. Task: Binary Classification. Given a T-cell receptor sequence (or CDR3 region) and an epitope sequence, predict whether binding occurs between them. (1) The TCR CDR3 sequence is CASGQLSYNSPLHF. Result: 1 (the TCR binds to the epitope). The epitope is RAKFKQLL. (2) The epitope is TLIGDCATV. The TCR CDR3 sequence is CASSDRGAEAFF. Result: 1 (the TCR binds to the epitope). (3) The epitope is KLGGALQAK. The TCR CDR3 sequence is CASSLGRGFADTQYF. Result: 1 (the TCR binds to the epitope). (4) The epitope is QVPLRPMTYK. The TCR CDR3 sequence is CASSRLAGGVGELFF. Result: 0 (the TCR does not bind to the epitope). (5) The epitope is SEPVLKGVKL. The TCR CDR3 sequence is CSVADRGLSGPGYEQYF. Result: 0 (the TCR does not bind to the epitope). (6) The epitope is SLFNTVATLY. The TCR CDR3 sequence is CASSNRASEKLFF. Result: 0 (the TCR does not bind to the epitope). (7) The epitope is KLSYGIATV. The TCR CDR3 sequence is CASSESAVVTGQYF. Result: 1 (the TCR binds to the epitope). (8) The epitope is GLCTLVAML. The TCR CDR3 sequence is CSATGGDYNEQFF. Result: 0 (the TCR does not bind to the epitope).